Dataset: Forward reaction prediction with 1.9M reactions from USPTO patents (1976-2016). Task: Predict the product of the given reaction. Given the reactants [N+:1]([C:4]1[CH:21]=[CH:20][C:7]([CH2:8][N:9]2C(=O)C3C(=CC=CC=3)C2=O)=[CH:6][CH:5]=1)([O-:3])=[O:2].O.NN.C(=O)(O)[O-].[K+], predict the reaction product. The product is: [N+:1]([C:4]1[CH:5]=[CH:6][C:7]([CH2:8][NH2:9])=[CH:20][CH:21]=1)([O-:3])=[O:2].